This data is from Forward reaction prediction with 1.9M reactions from USPTO patents (1976-2016). The task is: Predict the product of the given reaction. (1) The product is: [F:29][C:26]1[CH:25]=[CH:24][C:23]([CH2:22][N:20]([CH3:21])[C:18](=[O:19])[C@@H:17]([NH:16][C:11]([C:9]2[S:10][C:6]3[CH:5]=[C:4]([N+:1]([O-:3])=[O:2])[CH:15]=[CH:14][C:7]=3[N:8]=2)=[O:13])[C:30]2[CH:35]=[CH:34][CH:33]=[CH:32][CH:31]=2)=[CH:28][CH:27]=1. Given the reactants [N+:1]([C:4]1[CH:15]=[CH:14][C:7]2[N:8]=[C:9]([C:11]([OH:13])=O)[S:10][C:6]=2[CH:5]=1)([O-:3])=[O:2].[NH2:16][C@@H:17]([C:30]1[CH:35]=[CH:34][CH:33]=[CH:32][CH:31]=1)[C:18]([N:20]([CH2:22][C:23]1[CH:28]=[CH:27][C:26]([F:29])=[CH:25][CH:24]=1)[CH3:21])=[O:19].CN(C(ON1N=NC2C=CC=NC1=2)=[N+](C)C)C.F[P-](F)(F)(F)(F)F.CCN(C(C)C)C(C)C, predict the reaction product. (2) Given the reactants [N+]([O-])(O)=O.O.[C:6]([O-:9])(=[O:8])[CH3:7].[Ca+2:10].[C:11]([O-:14])(=[O:13])[CH3:12], predict the reaction product. The product is: [C:6]([O-:9])(=[O:8])[CH3:7].[Ca+2:10].[C:11]([O-:14])(=[O:13])[CH3:12]. (3) Given the reactants [OH:1][CH2:2][CH2:3][CH2:4][CH2:5][N:6]1[CH:10]=[C:9]([C:11]([NH:13][CH2:14][C:15]2[CH:20]=[CH:19][CH:18]=[CH:17][N:16]=2)=[O:12])[N:8]=[N:7]1.[CH3:21][S:22](Cl)(=[O:24])=[O:23], predict the reaction product. The product is: [CH3:21][S:22]([O:1][CH2:2][CH2:3][CH2:4][CH2:5][N:6]1[CH:10]=[C:9]([C:11](=[O:12])[NH:13][CH2:14][C:15]2[CH:20]=[CH:19][CH:18]=[CH:17][N:16]=2)[N:8]=[N:7]1)(=[O:24])=[O:23]. (4) The product is: [ClH:37].[C:1]([C:4]1[C:9]2[S:10][C:11]([C:14]([NH:16][C:17]3[CH:26]=[C:25]([CH2:27][N:28]4[CH2:32][CH2:31][C@@H:30]([OH:33])[CH2:29]4)[C:24]4[C:19](=[CH:20][CH:21]=[CH:22][CH:23]=4)[N:18]=3)=[O:15])=[C:12]([CH3:13])[C:8]=2[C:7]([CH2:34][O:35][CH3:36])=[CH:6][CH:5]=1)(=[O:3])[CH3:2]. Given the reactants [C:1]([C:4]1[C:9]2[S:10][C:11]([C:14]([NH:16][C:17]3[CH:26]=[C:25]([CH2:27][N:28]4[CH2:32][CH2:31][C@@H:30]([OH:33])[CH2:29]4)[C:24]4[C:19](=[CH:20][CH:21]=[CH:22][CH:23]=4)[N:18]=3)=[O:15])=[C:12]([CH3:13])[C:8]=2[C:7]([CH2:34][O:35][CH3:36])=[CH:6][CH:5]=1)(=[O:3])[CH3:2].[ClH:37], predict the reaction product. (5) Given the reactants FC(F)(F)C(O)=O.[CH3:8][C:9]1[CH:10]=[C:11]([CH:15]([C:17]2[CH:22]=[CH:21][CH:20]=[CH:19][CH:18]=2)O)[S:12][C:13]=1[CH3:14].[BH4-].[Na+].[OH-].[Na+], predict the reaction product. The product is: [CH2:15]([C:11]1[S:12][C:13]([CH3:14])=[C:9]([CH3:8])[CH:10]=1)[C:17]1[CH:18]=[CH:19][CH:20]=[CH:21][CH:22]=1. (6) Given the reactants [C:1]([C:3]1[CH:11]=[CH:10][C:6]([C:7]([OH:9])=[O:8])=[CH:5][N:4]=1)#[N:2].[CH3:12][Si](C=[N+]=[N-])(C)C, predict the reaction product. The product is: [C:1]([C:3]1[CH:11]=[CH:10][C:6]([C:7]([O:9][CH3:12])=[O:8])=[CH:5][N:4]=1)#[N:2]. (7) The product is: [C:23]([C:12]1([C:10]([OH:11])=[O:9])[CH:14]([C:15]2[CH:16]=[CH:17][CH:18]=[CH:19][CH:20]=2)[C:13]1([CH3:22])[CH3:21])#[N:24]. Given the reactants C(=O)([O-])[O-].[K+].[K+].C([O:9][C:10]([C:12]1([C:23]#[N:24])[CH:14]([C:15]2[CH:20]=[CH:19][CH:18]=[CH:17][CH:16]=2)[C:13]1([CH3:22])[CH3:21])=[O:11])C, predict the reaction product.